Dataset: Human liver microsome stability data. Task: Regression/Classification. Given a drug SMILES string, predict its absorption, distribution, metabolism, or excretion properties. Task type varies by dataset: regression for continuous measurements (e.g., permeability, clearance, half-life) or binary classification for categorical outcomes (e.g., BBB penetration, CYP inhibition). Dataset: hlm. (1) The drug is CCN(CC)C(=O)OC[C@H](C)[C@H]1CC[C@@H](C)[C@@H](N(C)c2ncnc3[nH]ccc23)C1. The result is 1 (stable in human liver microsomes). (2) The drug is COc1ccc2nc(NC(=O)C(CC3CCCC3)c3ccc(S(=O)(=O)N(C)C)cc3)sc2n1. The result is 1 (stable in human liver microsomes). (3) The molecule is C=CC(=O)NCc1coc(-c2c(N)ncnc2Nc2ccc(Oc3cc(C(F)(F)F)nn3C)c(Cl)c2)n1. The result is 0 (unstable in human liver microsomes). (4) The molecule is CCCCc1ccc(-c2nc(C)c(-c3ccnc(N=C(N)N(C)C)n3)s2)cc1. The result is 0 (unstable in human liver microsomes). (5) The compound is [2H]C([2H])([2H])NC(=O)c1nnc(NC(=O)C2CC2)cc1Nc1cccc(-c2ncn(C)n2)c1OC. The result is 0 (unstable in human liver microsomes). (6) The drug is CCS(=O)(=O)c1ccc2oc(-c3ccc(Cl)c(Cl)c3)nc2c1. The result is 0 (unstable in human liver microsomes).